This data is from Full USPTO retrosynthesis dataset with 1.9M reactions from patents (1976-2016). The task is: Predict the reactants needed to synthesize the given product. (1) Given the product [Cl:1][C:2]1[C:10]([CH3:11])=[CH:9][C:8]([I:31])=[C:7]2[C:3]=1[CH:4]([OH:22])[N:5]([C:13]([CH3:14])([C:15]1[CH:16]=[CH:17][CH:18]=[CH:19][CH:20]=1)[CH3:21])[C:6]2=[O:12], predict the reactants needed to synthesize it. The reactants are: [Cl:1][C:2]1[C:10]([CH3:11])=[CH:9][CH:8]=[C:7]2[C:3]=1[CH:4]([OH:22])[N:5]([C:13]([CH3:21])([C:15]1[CH:20]=[CH:19][CH:18]=[CH:17][CH:16]=1)[CH3:14])[C:6]2=[O:12].CN(CCN(C)C)C.[I:31]I. (2) Given the product [Cl:59][C:60]1[CH:61]=[C:62]([CH:63]=[C:64]([Cl:66])[CH:65]=1)[O:48][C:44]1[CH:45]=[C:46]2[C:41](=[CH:42][CH:43]=1)[N:40]([C:49]1[CH:50]=[CH:51][C:52]([O:55][CH:56]([CH3:57])[CH3:58])=[CH:53][CH:54]=1)[C:39]([C:37]([OH:36])=[O:38])=[CH:47]2, predict the reactants needed to synthesize it. The reactants are: C(OC1C=C(C=CC=1)OC1C=C2C(=CC=1)N(C1C=CC(OC(C)C)=CC=1)C(C(O)=O)=C2)(C)C.C([O:36][C:37]([C:39]1[N:40]([C:49]2[CH:54]=[CH:53][C:52]([O:55][CH:56]([CH3:58])[CH3:57])=[CH:51][CH:50]=2)[C:41]2[C:46]([CH:47]=1)=[CH:45][C:44]([OH:48])=[CH:43][CH:42]=2)=[O:38])C.[Cl:59][C:60]1[CH:61]=[C:62](B(O)O)[CH:63]=[C:64]([Cl:66])[CH:65]=1.